Dataset: Reaction yield outcomes from USPTO patents with 853,638 reactions. Task: Predict the reaction yield, written as a fraction of the theoretical maximum amount of product (1.0 means a 100% yield; for example, 0.34 means a 34% yield). (1) The reactants are [H-].[Na+].[Br:3][C:4]1[CH:18]=[CH:17][C:16]([O:19][CH3:20])=[CH:15][C:5]=1[CH2:6]P(=O)(OCC)OCC.[C:21]([O:25][C:26]([N:28]1[CH2:33][CH2:32][C:31](=O)[CH2:30][CH2:29]1)=[O:27])([CH3:24])([CH3:23])[CH3:22].COCCOC. The catalyst is O. The product is [C:21]([O:25][C:26]([N:28]1[CH2:33][CH2:32][C:31](=[CH:6][C:5]2[CH:15]=[C:16]([O:19][CH3:20])[CH:17]=[CH:18][C:4]=2[Br:3])[CH2:30][CH2:29]1)=[O:27])([CH3:24])([CH3:22])[CH3:23]. The yield is 0.790. (2) The reactants are [O:1]=[C:2]1[C:10]2([CH2:14][O:13][C:12]3[CH:15]=[C:16]4[C:20](=[CH:21][C:11]2=3)[CH2:19][CH2:18][O:17]4)[C:9]2[C:8]([CH:22]=O)=[CH:7][CH:6]=[CH:5][C:4]=2[N:3]1[CH2:24][C@H:25]1[CH2:29][CH2:28][CH2:27][O:26]1.[CH3:30][NH:31][CH3:32].C(O[BH-](OC(=O)C)OC(=O)C)(=O)C.[Na+]. The catalyst is ClC(Cl)C. The product is [CH3:30][N:31]([CH2:22][C:8]1[CH:7]=[CH:6][CH:5]=[C:4]2[C:9]=1[C:10]1([CH2:14][O:13][C:12]3[CH:15]=[C:16]4[C:20](=[CH:21][C:11]1=3)[CH2:19][CH2:18][O:17]4)[C:2](=[O:1])[N:3]2[CH2:24][C@H:25]1[CH2:29][CH2:28][CH2:27][O:26]1)[CH3:32]. The yield is 0.460. (3) The reactants are [O:1]=[C:2]1[NH:11][C:10]2[N:9]=[C:8]([O:12][CH2:13][CH2:14][CH2:15][CH:16]=O)[CH:7]=[CH:6][C:5]=2[CH:4]=[CH:3]1.[CH2:18]1[C:26]2[C:21](=[C:22]([N:27]3[CH2:32][CH2:31][NH:30][CH2:29][CH2:28]3)[CH:23]=[CH:24][CH:25]=2)[CH2:20][O:19]1.[BH-](OC(C)=O)(OC(C)=O)OC(C)=O.[Na+]. The catalyst is ClC(Cl)C.CCOC(C)=O. The product is [CH2:18]1[C:26]2[C:21](=[C:22]([N:27]3[CH2:32][CH2:31][N:30]([CH2:16][CH2:15][CH2:14][CH2:13][O:12][C:8]4[N:9]=[C:10]5[C:5]([CH:4]=[CH:3][C:2](=[O:1])[NH:11]5)=[CH:6][CH:7]=4)[CH2:29][CH2:28]3)[CH:23]=[CH:24][CH:25]=2)[CH2:20][O:19]1. The yield is 0.120. (4) The reactants are [CH2:1]([O:3][C:4]([C@@H:6]1[CH2:11][CH2:10][CH2:9][CH2:8][C@H:7]1[N:12]1[CH2:17][CH2:16][N:15]([C:18](=[O:37])[CH:19]([NH:29][C:30]([O:32]C(C)(C)C)=O)[CH2:20][C:21]2[CH:26]=[CH:25][C:24]([Cl:27])=[CH:23][C:22]=2[Cl:28])[CH2:14][CH2:13]1)=[O:5])[CH3:2].Cl[CH2:39][CH2:40][N:41]=C=O.CCN(CC)CC. The catalyst is ClCCl.Cl.CCOCC.C1COCC1. The product is [CH2:1]([O:3][C:4]([C@@H:6]1[CH2:11][CH2:10][CH2:9][CH2:8][C@H:7]1[N:12]1[CH2:17][CH2:16][N:15]([C:18](=[O:37])[CH:19]([N:29]2[CH2:39][CH2:40][NH:41][C:30]2=[O:32])[CH2:20][C:21]2[CH:26]=[CH:25][C:24]([Cl:27])=[CH:23][C:22]=2[Cl:28])[CH2:14][CH2:13]1)=[O:5])[CH3:2]. The yield is 0.880. (5) The catalyst is CN(C)C=O. The yield is 0.840. The product is [C:27]([C:31]1[CH:32]=[CH:33][C:34]([C:35]([NH:1][C:2]2[CH:18]=[CH:17][C:16]([O:19][Si:20]([C:23]([CH3:26])([CH3:25])[CH3:24])([CH3:22])[CH3:21])=[CH:15][C:3]=2[C:4]([NH:6][C:7]2[CH:8]=[CH:9][C:10]([O:13][CH3:14])=[CH:11][CH:12]=2)=[O:5])=[O:36])=[CH:38][CH:39]=1)([CH3:30])([CH3:28])[CH3:29]. The reactants are [NH2:1][C:2]1[CH:18]=[CH:17][C:16]([O:19][Si:20]([C:23]([CH3:26])([CH3:25])[CH3:24])([CH3:22])[CH3:21])=[CH:15][C:3]=1[C:4]([NH:6][C:7]1[CH:12]=[CH:11][C:10]([O:13][CH3:14])=[CH:9][CH:8]=1)=[O:5].[C:27]([C:31]1[CH:39]=[CH:38][C:34]([C:35](Cl)=[O:36])=[CH:33][CH:32]=1)([CH3:30])([CH3:29])[CH3:28]. (6) The reactants are [C:1]([O:5][C:6]([NH:8][C@@H:9]1[CH2:14][C@@H:13]([S:15][C:16](=[O:23])[C:17]2[CH:22]=[CH:21][CH:20]=[CH:19][CH:18]=2)[C@H:12]([OH:24])[CH2:11][CH2:10]1)=[O:7])([CH3:4])([CH3:3])[CH3:2].CC(OI1(OC(C)=O)(OC(C)=O)OC(=O)C2C1=CC=CC=2)=O. The catalyst is C1(C)C=CC=CC=1.C(OCC)(=O)C. The product is [C:1]([O:5][C:6]([NH:8][CH:9]1[CH2:14][CH:13]([S:15][C:16](=[O:23])[C:17]2[CH:18]=[CH:19][CH:20]=[CH:21][CH:22]=2)[C:12](=[O:24])[CH2:11][CH2:10]1)=[O:7])([CH3:4])([CH3:2])[CH3:3]. The yield is 0.830. (7) The reactants are [NH2:1][N:2]1[C:7](=[O:8])[C:6]([C:9]2[NH:14][C:13]3[CH:15]=[CH:16][CH:17]=[CH:18][C:12]=3[S:11](=[O:20])(=[O:19])[N:10]=2)=[C:5]([OH:21])[C:4]2[S:22][CH:23]=[CH:24][C:3]1=2.[CH3:25][C:26]1[CH:33]=[CH:32][C:29]([CH:30]=O)=[CH:28][CH:27]=1. The catalyst is CN(C)C(=O)C. The product is [O:19]=[S:11]1(=[O:20])[C:12]2[CH:18]=[CH:17][CH:16]=[CH:15][C:13]=2[NH:14][C:9]([C:6]2[C:7](=[O:8])[N:2]([N:1]=[CH:25][C:26]3[CH:33]=[CH:32][C:29]([CH3:30])=[CH:28][CH:27]=3)[C:3]3[CH:24]=[CH:23][S:22][C:4]=3[C:5]=2[OH:21])=[N:10]1. The yield is 0.810. (8) The reactants are [F:1][C:2]1[CH:7]=[C:6]([N+:8]([O-:10])=[O:9])[CH:5]=[CH:4][C:3]=1[OH:11].[H-].[Na+].[NH2:14][C:15]1[CH:20]=[C:19](Cl)[N:18]=[CH:17][N:16]=1.[OH-].[Na+]. The catalyst is CS(C)=O.C(OCC)C.CCCCCC. The product is [F:1][C:2]1[CH:7]=[C:6]([N+:8]([O-:10])=[O:9])[CH:5]=[CH:4][C:3]=1[O:11][C:19]1[N:18]=[CH:17][N:16]=[C:15]([NH2:14])[CH:20]=1. The yield is 0.160.